This data is from Forward reaction prediction with 1.9M reactions from USPTO patents (1976-2016). The task is: Predict the product of the given reaction. (1) Given the reactants [CH3:1][C:2]1[C:7]([C:8]([O:10][CH2:11][C:12]2[CH:17]=[CH:16][CH:15]=[CH:14][CH:13]=2)=[O:9])=[CH:6][N:5]=[C:4]([S:18][CH3:19])[N:3]=1.ClC1C=CC=C(C(OO)=[O:28])C=1.O, predict the reaction product. The product is: [CH3:1][C:2]1[C:7]([C:8]([O:10][CH2:11][C:12]2[CH:17]=[CH:16][CH:15]=[CH:14][CH:13]=2)=[O:9])=[CH:6][N:5]=[C:4]([S:18]([CH3:19])=[O:28])[N:3]=1. (2) Given the reactants [OH:1]S(O)(=O)=O.[C:6]([C@:8]([NH:19][C@H:20]([C:24]1[CH:29]=[CH:28][CH:27]=[CH:26][CH:25]=1)[C:21]([NH2:23])=[O:22])([CH3:18])[CH2:9][C:10]1[CH:15]=[CH:14][C:13]([O:16][CH3:17])=[CH:12][CH:11]=1)#[N:7], predict the reaction product. The product is: [C:21]([C@H:20]([NH:19][C@@:8]([CH3:18])([CH2:9][C:10]1[CH:11]=[CH:12][C:13]([O:16][CH3:17])=[CH:14][CH:15]=1)[C:6]([NH2:7])=[O:1])[C:24]1[CH:29]=[CH:28][CH:27]=[CH:26][CH:25]=1)(=[O:22])[NH2:23].